The task is: Predict hERG channel inhibition at various concentrations.. This data is from hERG Central: cardiac toxicity at 1µM, 10µM, and general inhibition. (1) The molecule is CCOC(=O)CSc1nnc(-c2ccoc2C)n1-c1ccc(OCC)cc1. Results: hERG_inhib (hERG inhibition (general)): blocker. (2) The drug is OCCC1CN(CCCc2ccccc2)CCN1Cc1ccccc1. Results: hERG_inhib (hERG inhibition (general)): blocker. (3) Results: hERG_inhib (hERG inhibition (general)): blocker. The compound is CCOC(=O)N1CCN(C(=O)/C(=C\c2cccs2)NC(=O)c2cccs2)CC1. (4) Results: hERG_inhib (hERG inhibition (general)): blocker. The compound is COc1ccc(-c2nc3cc(C(=O)O)ccc3n2CCCn2c(-c3ccc(O)c(OC)c3)nc3cc(C(F)(F)F)ccc32)cc1.